This data is from Catalyst prediction with 721,799 reactions and 888 catalyst types from USPTO. The task is: Predict which catalyst facilitates the given reaction. (1) Reactant: [CH3:1][C:2]([CH3:14])([CH3:13])[CH2:3][NH:4][C:5]1[N:6]([CH3:12])[N:7]=[C:8]([CH3:11])[C:9]=1[NH2:10].C[C:16]1[CH:21]=[CH:20][CH:19]=[CH:18][C:17]=1P([C:16]1[CH:21]=[CH:20][CH:19]=[CH:18][C:17]=1C)[C:16]1[CH:21]=[CH:20][CH:19]=[CH:18][C:17]=1C.CC([O-])(C)C.[Na+].BrC1C=CC=CC=1. Product: [CH3:1][C:2]([CH3:14])([CH3:13])[CH2:3][NH:4][C:5]1[N:6]([CH3:12])[N:7]=[C:8]([CH3:11])[C:9]=1[NH:10][C:16]1[CH:21]=[CH:20][CH:19]=[CH:18][CH:17]=1. The catalyst class is: 187. (2) Reactant: [Cl:1][C:2]1[CH:25]=[CH:24][CH:23]=[CH:22][C:3]=1[C:4]([NH:6][C:7]1[CH:12]=[CH:11][C:10]([S:13][C:14]2[N:19]=[C:18]([Cl:20])[CH:17]=[C:16](Cl)[N:15]=2)=[CH:9][CH:8]=1)=[O:5].[CH3:26][C:27]1[CH:28]=[C:29]([NH2:32])[NH:30][N:31]=1.[I-].[Na+].C(N(CC)C(C)C)(C)C. Product: [Cl:1][C:2]1[CH:25]=[CH:24][CH:23]=[CH:22][C:3]=1[C:4]([NH:6][C:7]1[CH:12]=[CH:11][C:10]([S:13][C:14]2[N:19]=[C:18]([Cl:20])[CH:17]=[C:16]([NH:32][C:29]3[NH:30][N:31]=[C:27]([CH3:26])[CH:28]=3)[N:15]=2)=[CH:9][CH:8]=1)=[O:5]. The catalyst class is: 145. (3) Reactant: [CH:1]([N:14]1[CH2:17][CH:16]([OH:18])[CH2:15]1)([C:8]1[CH:13]=[CH:12][CH:11]=[CH:10][CH:9]=1)C1C=CC=CC=1.C(N(CC)CC)C.C(O)=O.[O:29](C1C=CC(C=O)=CC=1)[C:30]1[CH:35]=[CH:34][CH:33]=[CH:32][CH:31]=1.C(O[BH-](OC(=O)C)OC(=O)C)(=O)C.[Na+].Cl. Product: [O:29]([C:11]1[CH:10]=[CH:9][C:8]([CH2:1][N:14]2[CH2:15][CH:16]([OH:18])[CH2:17]2)=[CH:13][CH:12]=1)[C:30]1[CH:35]=[CH:34][CH:33]=[CH:32][CH:31]=1. The catalyst class is: 29. (4) Reactant: CC(C)=CCC1C(O)=CC2OC3C=C(O)C(O)=C(CC=C(C)C)C=3C(=O)C=2C=1O.[CH3:30][C:31]([CH3:60])=[CH:32][CH2:33][C:34]1[C:39]([OH:40])=[C:38]2[C:41]([C:43]3[C:48]([CH2:49][CH:50]=[C:51]([CH3:53])[CH3:52])=[C:47]([O:54][CH3:55])[C:46]([OH:56])=[CH:45][C:44]=3[O:57][C:37]2=[CH:36][C:35]=1[O:58]C)=[O:42].[C-]#N.[Na+].Cl. Product: [CH3:30][C:31]([CH3:60])=[CH:32][CH2:33][C:34]1[C:39]([OH:40])=[C:38]2[C:41]([C:43]3[C:44]([O:57][C:37]2=[CH:36][C:35]=1[OH:58])=[CH:45][C:46]([OH:56])=[C:47]([O:54][CH3:55])[C:48]=3[CH2:49][CH:50]=[C:51]([CH3:53])[CH3:52])=[O:42]. The catalyst class is: 16. (5) Reactant: [Cl:1][C:2]1[CH:3]=[C:4]([C:8]#[C:9][C:10]2[CH:14]3[CH2:15][CH2:16][N:17](C(OC(C)(C)C)=O)[CH:13]3[O:12][N:11]=2)[CH:5]=[CH:6][CH:7]=1.FC(F)(F)C(O)=O.[OH-].[Na+].O. Product: [Cl:1][C:2]1[CH:3]=[C:4]([C:8]#[C:9][C:10]2[NH:11][O:12][CH:13]3[NH:17][CH2:16][CH2:15][C:14]=23)[CH:5]=[CH:6][CH:7]=1. The catalyst class is: 22. (6) Product: [CH3:33][CH:31]([N:24]1[C:25]2[C:26](=[N:27][CH:28]=[CH:29][CH:30]=2)[N:22]([C:19]2[CH:18]=[CH:17][C:16]([O:15][C:3]3[N:2]([CH3:1])[C:6]4=[N:7][CH:8]=[CH:9][CH:10]=[C:5]4[N:4]=3)=[CH:21][CH:20]=2)[C:23]1=[O:34])[CH3:32]. Reactant: [CH3:1][N:2]1[C:6]2=[N:7][CH:8]=[CH:9][CH:10]=[C:5]2[N:4]=[C:3]1S(C)(=O)=O.[OH:15][C:16]1[CH:21]=[CH:20][C:19]([N:22]2[C:26]3=[N:27][CH:28]=[CH:29][CH:30]=[C:25]3[N:24]([CH:31]([CH3:33])[CH3:32])[C:23]2=[O:34])=[CH:18][CH:17]=1.[H-].[Na+]. The catalyst class is: 121. (7) Reactant: [CH3:1][C:2]1[CH2:3][C:4]([CH3:9])=[C:5]([CH3:8])[C:6]=1[CH3:7].C([Li])CCC.[Cl:15][Si:16]1(Cl)[CH2:21][CH2:20][CH2:19][CH2:18][CH2:17]1. Product: [Cl:15][Si:16]1([CH:3]2[C:2]([CH3:1])=[C:6]([CH3:7])[C:5]([CH3:8])=[C:4]2[CH3:9])[CH2:21][CH2:20][CH2:19][CH2:18][CH2:17]1. The catalyst class is: 7.